Dataset: Experimentally validated miRNA-target interactions with 360,000+ pairs, plus equal number of negative samples. Task: Binary Classification. Given a miRNA mature sequence and a target amino acid sequence, predict their likelihood of interaction. (1) The miRNA is hsa-miR-1185-1-3p with sequence AUAUACAGGGGGAGACUCUUAU. The protein sequence of the target gene is MTAMEGASGSSFGIDTILSGAGSGSPGMMNGDFRSLGEARTTDFRSQATPSPCSEIDTVGTAPSSPISVTLEPPEPHLVTDGPQHHHHLHHSQQPPPPSAVPAQSLQPSPQQQPPPQPQSAAQQLGSAAAAPRTSTSSFLIKDILGDSKPLAACAPYSTSVSSPHHTPKQESNAAHESFRPKLEQEDGKTKLDKREDPQSDIKCHGTKEEGDREITSSRESPPVRAKKPRKARTAFSDHQLNQLERSFERQKYLSVQDRMDLAAALNLTDTQVKTWYQNRRTKWKRQTAVGLELLAEAGN.... Result: 0 (no interaction). (2) The protein sequence of the target gene is MSATYTNTITQRRKTAKVRQQQQHQWTGSDLSGESNERLHFRSRSTNSMQQHTAISNSPSPLCCNGARALTMLNCCVDVNCHLNAPLRGSVNRHTTPTPTPTATPTPVATPKQASPSPTSDRSRSLSRSPSPSRSRSLSCQKQIDKNSAGAASAEERKTANASSQPFTVNLRIDLFSWTLFLLAFGTRFYKLATPPHIVFDELHYGKYISMYMRNIFFFDQHPPLGKQLIAGLVSLAGYDGNYTFTRIGEPYSPEMPIFWFRFLPAMCGSLLAPAVYNLLLEAKLSRWSSALGGLLVVLD.... Result: 0 (no interaction). The miRNA is hsa-miR-1275 with sequence GUGGGGGAGAGGCUGUC. (3) The miRNA is mmu-miR-411-3p with sequence UAUGUAACACGGUCCACUAACC. The protein sequence of the target gene is MTRGFAPILPVEFHKMGSFRRPRPRFMSSPVLSDLPRFQAARQALQLSSSSAWNSVQTAVINVFKGGGLQSNELYALNENIRRLLKSELGSFITDYFQNQLLAKGLFFVEEKIKLCEGENRIEVLAEVWDHFFTETLPTLQAIFYPVQGQELTIRQISLLGFRDLVLLKVKLGDLLLLAQSKLPSSIVQMLLILQSVHEPTGPSESYLQLEELVKQVVSPFLGISGDRSFSGPTYTLARRHSRVRPKVTVLNYASPITAVSRPLNEMVLTPLTEQEGEAYLEKCGSVRRHTVANAHSDIQ.... Result: 0 (no interaction). (4) The miRNA is hsa-miR-8084 with sequence GAAUACUAAGUAAAAAAUCAGUA. The protein sequence of the target gene is MPVKGGTKCIKYLLFGFNFIFWLAGIAVLAIGLWLRFDSQTKSIFEQETNNNNSSFYTGVYILIGAGALMMLVGFLGCCGAVQESQCMLGLFFGFLLVIFAIEIAAAIWGYSHKDEVIKEVQEFYKDTYNKLKTKDEPQRETLKAIHYALNCCGLAGGVEQFISDICPKKDVLETFTVKSCPDAIKEVFDNKFHIIGAVGIGIAVVMIFGMIFSMILCCAIRRNREMV. Result: 1 (interaction). (5) The miRNA is hsa-miR-675-3p with sequence CUGUAUGCCCUCACCGCUCA. The protein sequence of the target gene is MAARQIWARTGAALCRQPSAAPPPAPLWVRAGFRQQLSLTLCPANEGNCGGSAPSTPGRPERAARPSVSEELTAAERQIAELHAAACAAGQLNYVDPATGYVVLTQIAHLQRGECCGSACRHCPYGQVNVKDPSKKKQFNSYFYV. Result: 0 (no interaction). (6) The protein sequence of the target gene is MQRLPAATRATLILSLAFASLHSACSAEASSSNSSSLTAHHPDPGTLEQCLNVDFCPQAARCCRTGVDEYGWIAAAVGWSLWFLTLILLCVDKLMKLTPDEPKDLQA. Result: 0 (no interaction). The miRNA is hsa-miR-99b-5p with sequence CACCCGUAGAACCGACCUUGCG. (7) The miRNA is mmu-miR-129-2-3p with sequence AAGCCCUUACCCCAAAAAGCAU. The protein sequence of the target gene is MVVGAFPMAKLFYLGIRQVSKPLANRIKDAARRSEFFKTYICLPPAQLYHWVEMRTKMRIMGFRGTTIKPLNEEAAAELGAELLGEATIFIVGGGCLVLEYWRHQTQQRNKEEEQRAAWNALQDEVGRLALALEALQAQAQAMPSLSALEELREELQEVRGQVCNAHCTSKCQAASSKK. Result: 1 (interaction).